From a dataset of hERG potassium channel inhibition data for cardiac toxicity prediction from Karim et al.. Regression/Classification. Given a drug SMILES string, predict its toxicity properties. Task type varies by dataset: regression for continuous values (e.g., LD50, hERG inhibition percentage) or binary classification for toxic/non-toxic outcomes (e.g., AMES mutagenicity, cardiotoxicity, hepatotoxicity). Dataset: herg_karim. (1) The compound is O=c1cc(OCc2ccccc2)ccn1-c1ccc2c(cnn2CC2C[C@@H](O)CN2)c1. The result is 0 (non-blocker). (2) The molecule is COc1ccc2ncc(=O)n(CC(N)C3(F)CCC(NCc4ccc5c(n4)NC(=O)CO5)CC3)c2c1. The result is 0 (non-blocker). (3) The drug is CC(c1cccnc1Cl)c1c(CCN(C)C)sc2ccccc12. The result is 1 (blocker). (4) The molecule is Cc1ccc2c(N3CCN(CCc4cccc5c4OCC(=O)N5C)[C@H](C)C3)cc(F)cc2n1. The result is 1 (blocker). (5) The drug is N#Cc1ccc2[nH]c([C@H]3CC[C@]4(CC3)CN(c3ccc(F)cc3)C(=O)O4)nc2c1. The result is 1 (blocker). (6) The compound is CSc1ncccc1C(=O)N1CCC([N+]Cc2cncn2Cc2ccc(C#N)cc2)C1=O. The result is 1 (blocker). (7) The drug is CN1C(=O)C=CC2(C)C3CCC4(C)C(O)C(=Cc5ccncc5)CC4C3CCC12. The result is 1 (blocker). (8) The compound is CCN(CCO)CCCOc1ccc2c(Nc3cc(CC(=O)Nc4cccc(F)c4)n[nH]3)ncnc2c1. The result is 0 (non-blocker).